Dataset: Catalyst prediction with 721,799 reactions and 888 catalyst types from USPTO. Task: Predict which catalyst facilitates the given reaction. Reactant: [CH3:1][C:2]1[CH:3]=[N:4][CH:5]=[C:6]([CH3:29])[C:7]=1[C:8]1[C:13]([CH3:14])=[CH:12][C:11]([CH:15]=[CH:16][C:17]2[CH:22]=[CH:21][C:20]([CH:23]([C:26]#[N:27])[C:24]#[N:25])=[CH:19][CH:18]=2)=[CH:10][C:9]=1[CH3:28].C[O-].[Na+]. Product: [CH3:1][C:2]1[C:7](=[C:8]2[C:9]([CH3:28])=[CH:10][C:11](=[CH:15][CH:16]=[C:17]3[CH:22]=[CH:21][C:20](=[C:23]([C:24]#[N:25])[C:26]#[N:27])[CH:19]=[CH:18]3)[CH:12]=[C:13]2[CH3:14])[C:6]([CH3:29])=[CH:5][N:4]([CH2:13][CH:8]([CH2:7][CH2:2][CH3:1])[CH2:9][CH2:10][CH2:11][CH2:15][CH3:16])[CH:3]=1. The catalyst class is: 61.